Task: Predict the product of the given reaction.. Dataset: Forward reaction prediction with 1.9M reactions from USPTO patents (1976-2016) (1) Given the reactants [C:1]([C:3]([NH:7][C:8]([C-:10]1[CH:14]=[CH:13][CH:12]=[CH:11]1)=[O:9])([CH3:6])[CH2:4][OH:5])#[N:2].[CH-:15]1[CH:19]=[CH:18][CH:17]=[CH:16]1.[Fe+2:20].[H-].[Na+].F[C:24]1[CH:25]=[C:26]([CH:29]=[CH:30][C:31]=1[C:32]([F:35])([F:34])[F:33])[C:27]#[N:28], predict the reaction product. The product is: [C:1]([C:3]([NH:7][C:8]([C-:10]1[CH:14]=[CH:13][CH:12]=[CH:11]1)=[O:9])([CH3:6])[CH2:4][O:5][C:24]1[CH:25]=[C:26]([C:27]#[N:28])[CH:29]=[CH:30][C:31]=1[C:32]([F:33])([F:35])[F:34])#[N:2].[CH-:15]1[CH:19]=[CH:18][CH:17]=[CH:16]1.[Fe+2:20]. (2) Given the reactants [CH:1]1([CH:7]2[CH2:12][CH:11]([C:13]3[CH:18]=[CH:17][CH:16]=[CH:15][CH:14]=3)[CH2:10][CH2:9][N:8]2C(OCC2C=CC=CC=2)=O)[CH2:6][CH2:5][CH2:4][CH2:3][CH2:2]1, predict the reaction product. The product is: [CH:1]1([C@@H:7]2[CH2:12][C@H:11]([C:13]3[CH:18]=[CH:17][CH:16]=[CH:15][CH:14]=3)[CH2:10][CH2:9][NH:8]2)[CH2:2][CH2:3][CH2:4][CH2:5][CH2:6]1. (3) Given the reactants [CH3:1][O:2][C:3]1[N:8]=[C:7]2[NH:9][N:10]=[CH:11][C:6]2=[CH:5][C:4]=1[NH:12][C:13]1[C:14]2[C:21]3[CH2:22][CH2:23][C@H:24]([C:26](O)=[O:27])[CH2:25][C:20]=3[S:19][C:15]=2[N:16]=[CH:17][N:18]=1.[F:29][C:30]([F:36])([F:35])[CH2:31][CH2:32][NH:33][CH3:34], predict the reaction product. The product is: [CH3:1][O:2][C:3]1[N:8]=[C:7]2[NH:9][N:10]=[CH:11][C:6]2=[CH:5][C:4]=1[NH:12][C:13]1[C:14]2[C:21]3[CH2:22][CH2:23][C@H:24]([C:26]([N:33]([CH3:34])[CH2:32][CH2:31][C:30]([F:36])([F:35])[F:29])=[O:27])[CH2:25][C:20]=3[S:19][C:15]=2[N:16]=[CH:17][N:18]=1.